Task: Predict the reactants needed to synthesize the given product.. Dataset: Full USPTO retrosynthesis dataset with 1.9M reactions from patents (1976-2016) (1) Given the product [CH3:31][C:15]1([CH3:14])[O:20][C:19]2[CH:21]=[C:22](/[CH:25]=[CH:26]/[C:27]([N:2]([CH3:1])[CH2:3][C:4]3[N:5]([CH3:13])[C:6]4[C:11]([CH:12]=3)=[CH:10][CH:9]=[CH:8][CH:7]=4)=[O:29])[CH:23]=[N:24][C:18]=2[NH:17][C:16]1=[O:30], predict the reactants needed to synthesize it. The reactants are: [CH3:1][NH:2][CH2:3][C:4]1[N:5]([CH3:13])[C:6]2[C:11]([CH:12]=1)=[CH:10][CH:9]=[CH:8][CH:7]=2.[CH3:14][C:15]1([CH3:31])[O:20][C:19]2[CH:21]=[C:22]([CH:25]=[CH:26][C:27]([OH:29])=O)[CH:23]=[N:24][C:18]=2[NH:17][C:16]1=[O:30]. (2) Given the product [F:8][C:6]1[CH:5]=[C:4]([CH2:9][C:10]([NH:12][C@H:13]([C:15]([NH:18][C@@H:19]2[C:27]3[C:22](=[CH:23][CH:24]=[CH:25][CH:26]=3)[CH2:21][C@@H:20]2[OH:28])=[O:17])[CH3:14])=[O:11])[CH:3]=[C:2]([F:1])[CH:7]=1, predict the reactants needed to synthesize it. The reactants are: [F:1][C:2]1[CH:3]=[C:4]([CH2:9][C:10]([NH:12][C@H:13]([C:15]([OH:17])=O)[CH3:14])=[O:11])[CH:5]=[C:6]([F:8])[CH:7]=1.[NH2:18][C@@H:19]1[C:27]2[C:22](=[CH:23][CH:24]=[CH:25][CH:26]=2)[CH2:21][C@@H:20]1[OH:28]. (3) The reactants are: C[O:2][C:3]([C:5]1[S:6][C:7]2[CH:8]([N:25]([CH3:27])[CH3:26])[CH2:9][O:10][C:11]3[CH:18]=[CH:17][C:16]([C:19]#[C:20][C:21]([OH:24])([CH3:23])[CH3:22])=[CH:15][C:12]=3[C:13]=2[N:14]=1)=O.CO.[NH3:30]. Given the product [CH3:27][N:25]([CH3:26])[CH:8]1[C:7]2[S:6][C:5]([C:3]([NH2:30])=[O:2])=[N:14][C:13]=2[C:12]2[CH:15]=[C:16]([C:19]#[C:20][C:21]([OH:24])([CH3:23])[CH3:22])[CH:17]=[CH:18][C:11]=2[O:10][CH2:9]1, predict the reactants needed to synthesize it. (4) Given the product [Cl:41][C:11]1[C:10]2[NH:9][C:8](=[O:13])[C:7]3[S:14][CH:15]=[CH:16][C:6]=3[C:5]=2[C:4]([C:17]2[CH:33]=[CH:32][C:20]([CH2:21][CH2:22][N:23]([CH3:31])[C:24](=[O:30])[O:25][C:26]([CH3:29])([CH3:28])[CH3:27])=[CH:19][CH:18]=2)=[C:3]([O:2][CH3:1])[CH:12]=1, predict the reactants needed to synthesize it. The reactants are: [CH3:1][O:2][C:3]1[CH:12]=[CH:11][C:10]2[NH:9][C:8](=[O:13])[C:7]3[S:14][CH:15]=[CH:16][C:6]=3[C:5]=2[C:4]=1[C:17]1[CH:33]=[CH:32][C:20]([CH2:21][CH2:22][N:23]([CH3:31])[C:24](=[O:30])[O:25][C:26]([CH3:29])([CH3:28])[CH3:27])=[CH:19][CH:18]=1.C1C(=O)N([Cl:41])C(=O)C1. (5) The reactants are: [CH2:1]([C:3]1[CH:8]=[CH:7][C:6]([CH:9]2[CH2:14][N:13]([C:15]([N:17]3[CH2:22][CH2:21][O:20][CH2:19][CH2:18]3)=[O:16])[CH2:12][CH:11]([C:23]([OH:25])=O)[CH2:10]2)=[CH:5][CH:4]=1)[CH3:2].[F:26][C:27]1[CH:32]=[C:31]([F:33])[CH:30]=[CH:29][C:28]=1[C:34](=[N:36]O)[NH2:35]. Given the product [F:26][C:27]1[CH:32]=[C:31]([F:33])[CH:30]=[CH:29][C:28]=1[C:34]1[N:36]=[C:23]([CH:11]2[CH2:10][CH:9]([C:6]3[CH:5]=[CH:4][C:3]([CH2:1][CH3:2])=[CH:8][CH:7]=3)[CH2:14][N:13]([C:15]([N:17]3[CH2:22][CH2:21][O:20][CH2:19][CH2:18]3)=[O:16])[CH2:12]2)[O:25][N:35]=1, predict the reactants needed to synthesize it. (6) Given the product [CH3:17][O:16][C:14]([C:12]1[CH:11]=[CH:10][C:8]2[CH:9]=[C:5]([CH2:1][CH2:2][C:3]3[O:6][C:7]4[C:13](=[C:12]([C:14]([O:16][CH3:17])=[O:15])[CH:11]=[CH:10][CH:8]=4)[CH:4]=3)[O:6][C:7]=2[CH:13]=1)=[O:15], predict the reactants needed to synthesize it. The reactants are: [CH2:1]([C:5]1[O:6][C:7]2[CH:13]=[C:12]([C:14]([O:16][CH3:17])=[O:15])[CH:11]=[CH:10][C:8]=2[CH:9]=1)[CH2:2][C:3]#[CH:4]. (7) Given the product [OH:32][C@H:31]([C:22]1[CH:23]=[CH:24][C:25]2[C:26](=[O:30])[O:27][CH2:28][C:29]=2[C:21]=1[CH3:20])[CH2:33][N:9]1[CH2:8][CH2:7][C:6]2([C:2](=[O:1])[N:3]([C:12]3[N:17]=[CH:16][C:15]([C:18]#[N:19])=[CH:14][CH:13]=3)[CH2:4][CH2:5]2)[CH2:11][CH2:10]1, predict the reactants needed to synthesize it. The reactants are: [O:1]=[C:2]1[C:6]2([CH2:11][CH2:10][NH:9][CH2:8][CH2:7]2)[CH2:5][CH2:4][N:3]1[C:12]1[N:17]=[CH:16][C:15]([C:18]#[N:19])=[CH:14][CH:13]=1.[CH3:20][C:21]1[C:29]2[CH2:28][O:27][C:26](=[O:30])[C:25]=2[CH:24]=[CH:23][C:22]=1[C@@H:31]1[CH2:33][O:32]1.C(O)(C(F)(F)F)=O. (8) Given the product [CH2:20]([O:1][CH:2]1[CH2:3][NH:4][CH2:5]1)[C:21]1[CH:26]=[CH:25][CH:24]=[CH:23][CH:22]=1, predict the reactants needed to synthesize it. The reactants are: [OH:1][CH:2]1[CH2:5][N:4](C(OC(C)(C)C)=O)[CH2:3]1.C1COCC1.[H-].[Na+].[CH2:20](Br)[C:21]1[CH:26]=[CH:25][CH:24]=[CH:23][CH:22]=1. (9) The reactants are: [CH2:1]([O:3][C:4]([CH:6]1[C:14]([CH2:16][CH3:17])(C)[C:13]2[C:8](=[CH:9][CH:10]=[C:11](Br)[CH:12]=2)[N:7]1[C:19]1[CH:24]=[CH:23][C:22]([O:25][CH:26]([CH3:28])[CH3:27])=[CH:21][CH:20]=1)=[O:5])[CH3:2].[B:29]1([B:29]2[O:33][C:32]([CH3:35])([CH3:34])[C:31]([CH3:37])([CH3:36])[O:30]2)[O:33][C:32]([CH3:35])([CH3:34])[C:31]([CH3:37])([CH3:36])[O:30]1. Given the product [CH2:1]([O:3][C:4]([C:6]1[N:7]([C:19]2[CH:20]=[CH:21][C:22]([O:25][CH:26]([CH3:28])[CH3:27])=[CH:23][CH:24]=2)[C:8]2[C:13]([C:14]=1[CH2:16][CH3:17])=[CH:12][C:11]([B:29]1[O:33][C:32]([CH3:35])([CH3:34])[C:31]([CH3:37])([CH3:36])[O:30]1)=[CH:10][CH:9]=2)=[O:5])[CH3:2], predict the reactants needed to synthesize it. (10) Given the product [C:23]([NH:1][C:2]1[CH:10]=[CH:9][C:8]([C:11]([C:13]2[N:17]3[CH:18]=[CH:19][CH:20]=[CH:21][C:16]3=[C:15]([Br:22])[N:14]=2)=[O:12])=[CH:7][C:3]=1[C:4]([OH:6])=[O:5])(=[O:25])[CH3:24], predict the reactants needed to synthesize it. The reactants are: [NH2:1][C:2]1[CH:10]=[CH:9][C:8]([C:11]([C:13]2[N:17]3[CH:18]=[CH:19][CH:20]=[CH:21][C:16]3=[C:15]([Br:22])[N:14]=2)=[O:12])=[CH:7][C:3]=1[C:4]([OH:6])=[O:5].[C:23](OC(=O)C)(=[O:25])[CH3:24].